Dataset: Full USPTO retrosynthesis dataset with 1.9M reactions from patents (1976-2016). Task: Predict the reactants needed to synthesize the given product. (1) Given the product [OH:1][CH2:2][CH2:3][C:4]([O:6][CH2:15][C:12]1[CH:13]=[CH:14][CH:9]=[CH:10][CH:11]=1)=[O:5], predict the reactants needed to synthesize it. The reactants are: [OH:1][CH2:2][CH2:3][C:4]([OH:6])=[O:5].[OH-].[K+].[CH:9]1[CH:14]=[CH:13][C:12]([CH2:15]Br)=[CH:11][CH:10]=1. (2) Given the product [C:1]([O:4][C@H:5]1[C@H:10]([O:11][C:12](=[O:14])[CH3:13])[C@H:9]([O:15][C:16](=[O:18])[CH3:17])[C@@H:8]([C:19]2[CH:20]=[CH:21][C:22]([C:25]#[CH:26])=[CH:23][CH:24]=2)[O:7][C@@H:6]1[CH2:31][O:32][C:33](=[O:35])[CH3:34])(=[O:3])[CH3:2], predict the reactants needed to synthesize it. The reactants are: [C:1]([O:4][C@H:5]1[C@H:10]([O:11][C:12](=[O:14])[CH3:13])[C@H:9]([O:15][C:16](=[O:18])[CH3:17])[C@@H:8]([C:19]2[CH:24]=[CH:23][C:22]([C:25]#[C:26][Si](C)(C)C)=[CH:21][CH:20]=2)[O:7][C@@H:6]1[CH2:31][O:32][C:33](=[O:35])[CH3:34])(=[O:3])[CH3:2].CC(O)=O.CCCC[N+](CCCC)(CCCC)CCCC.[F-]. (3) Given the product [C:9]([C:10]1[CH:16]=[CH:15][CH:14]=[CH:13][C:11]=1[NH:12][C:7](=[O:8])[C:1]1[CH:6]=[CH:5][CH:4]=[CH:3][CH:2]=1)(=[O:17])[C:1]1[CH:6]=[CH:5][CH:4]=[CH:3][CH:2]=1, predict the reactants needed to synthesize it. The reactants are: [C:1]1([C:7]2[O:8][C:9](=[O:17])[C:10]3[CH:16]=[CH:15][CH:14]=[CH:13][C:11]=3[N:12]=2)[CH:6]=[CH:5][CH:4]=[CH:3][CH:2]=1.O. (4) Given the product [NH:1]1[C:9]2[C:4](=[CH:5][C:6]([NH:10][CH:11]3[CH2:16][CH2:15][CH:14]([NH:21][CH2:18][CH2:19][CH3:20])[CH2:13][CH2:12]3)=[CH:7][CH:8]=2)[CH:3]=[N:2]1, predict the reactants needed to synthesize it. The reactants are: [NH:1]1[C:9]2[C:4](=[CH:5][C:6]([NH:10][CH:11]3[CH2:16][CH2:15][C:14](=O)[CH2:13][CH2:12]3)=[CH:7][CH:8]=2)[CH:3]=[N:2]1.[CH2:18]([NH2:21])[CH2:19][CH3:20].C(O[BH-](OC(=O)C)OC(=O)C)(=O)C.[Na+].Cl.CO. (5) Given the product [C:1]([O:5][C:6](=[O:7])[NH:8][C:9]1[S:10][CH:11]=[C:12]([CH2:14][CH2:15][O:16][C:25]2[CH:26]=[CH:27][C:22]([F:21])=[CH:23][CH:24]=2)[N:13]=1)([CH3:4])([CH3:3])[CH3:2], predict the reactants needed to synthesize it. The reactants are: [C:1]([O:5][C:6]([NH:8][C:9]1[S:10][CH:11]=[C:12]([CH2:14][CH2:15][O:16]S(C)(=O)=O)[N:13]=1)=[O:7])([CH3:4])([CH3:3])[CH3:2].[F:21][C:22]1[CH:27]=[CH:26][C:25](O)=[CH:24][CH:23]=1. (6) Given the product [CH2:12]([N:8]1[C:7]2[CH:14]=[CH:15][C:4]([C:2](=[O:3])[CH:1]=[CH:16][CH:18]3[CH2:19][CH2:20][N:21]([CH2:24][C:25]4[CH:30]=[CH:29][CH:28]=[CH:27][CH:26]=4)[CH2:22][CH2:23]3)=[CH:5][C:6]=2[N:10]=[C:9]1[CH3:11])[CH3:13], predict the reactants needed to synthesize it. The reactants are: [CH3:1][C:2]([C:4]1[CH:15]=[CH:14][C:7]2[N:8]([CH2:12][CH3:13])[C:9]([CH3:11])=[N:10][C:6]=2[CH:5]=1)=[O:3].[CH:16]([CH:18]1[CH2:23][CH2:22][N:21]([CH2:24][C:25]2[CH:30]=[CH:29][CH:28]=[CH:27][CH:26]=2)[CH2:20][CH2:19]1)=O.C[Si]([N-][Si](C)(C)C)(C)C.[Li+].Cl. (7) Given the product [NH2:8][C:9]1[C:10]([CH3:36])=[CH:11][C:12]([C:16]2[CH:17]=[CH:18][N:19]3[C:24]([C:25]=2[CH3:26])=[C:23]([CH:27]2[CH2:28][CH2:29]2)[CH:22]=[C:21]([C:30]([OH:32])=[O:31])[C:20]3=[O:35])=[CH:13][C:14]=1[CH3:15], predict the reactants needed to synthesize it. The reactants are: C(OC([NH:8][C:9]1[C:14]([CH3:15])=[CH:13][C:12]([C:16]2[CH:17]=[CH:18][N:19]3[C:24]([C:25]=2[CH3:26])=[C:23]([CH:27]2[CH2:29][CH2:28]2)[CH:22]=[C:21]([C:30]([O:32]CC)=[O:31])[C:20]3=[O:35])=[CH:11][C:10]=1[CH3:36])=O)(C)(C)C.Cl.[OH-].[Na+].